Dataset: Forward reaction prediction with 1.9M reactions from USPTO patents (1976-2016). Task: Predict the product of the given reaction. (1) Given the reactants C(OC(=O)[NH:7][CH:8]([C:10]1[CH:15]=[C:14]([CH3:16])[N:13]=[C:12]([NH:17][C:18](=[O:20])[CH3:19])[CH:11]=1)[CH3:9])(C)(C)C.[ClH:22], predict the reaction product. The product is: [ClH:22].[NH2:7][CH:8]([C:10]1[CH:15]=[C:14]([CH3:16])[N:13]=[C:12]([NH:17][C:18](=[O:20])[CH3:19])[CH:11]=1)[CH3:9]. (2) Given the reactants Br[C:2]1[CH:3]=[CH:4][C:5]([CH3:17])=[C:6]([CH2:8][NH:9][C:10](=[O:16])[O:11][C:12]([CH3:15])([CH3:14])[CH3:13])[CH:7]=1.[O-]P([O-])([O-])=O.[K+].[K+].[K+].[CH3:26][C:27]([Si:30]([CH3:43])([CH3:42])[O:31][CH2:32][C:33]1[CH:34]=[C:35](B(O)O)[CH:36]=[CH:37][CH:38]=1)([CH3:29])[CH3:28], predict the reaction product. The product is: [CH3:29][C:27]([Si:30]([CH3:43])([CH3:42])[O:31][CH2:32][C:33]1[CH:34]=[C:35]([C:2]2[CH:3]=[CH:4][C:5]([CH3:17])=[C:6]([CH2:8][NH:9][C:10](=[O:16])[O:11][C:12]([CH3:15])([CH3:14])[CH3:13])[CH:7]=2)[CH:36]=[CH:37][CH:38]=1)([CH3:26])[CH3:28]. (3) Given the reactants [Cl:1][C:2]1[CH:3]=[CH:4][C:5]([C:8]2[C:12]([CH2:13][O:14][C:15]3[CH:23]=[CH:22][C:18]([C:19]([OH:21])=O)=[CH:17][N:16]=3)=[C:11]([CH3:24])[O:10][N:9]=2)=[N:6][CH:7]=1.ClC1C=C([C:32]2[C:36]([CH2:37]OC3C=CC(C(O)=O)=CN=3)=[C:35](C)[O:34]N=2)C=CC=1.[NH2:49]C(C)(C)CO, predict the reaction product. The product is: [Cl:1][C:2]1[CH:3]=[CH:4][C:5]([C:8]2[C:12]([CH2:13][O:14][C:15]3[CH:23]=[CH:22][C:18]([C:19]([NH2:49])=[O:21])=[C:17]([C:36]([CH3:37])([CH3:32])[CH2:35][OH:34])[N:16]=3)=[C:11]([CH3:24])[O:10][N:9]=2)=[N:6][CH:7]=1. (4) Given the reactants [CH3:1][O:2][C:3](=[O:17])[C:4]1[CH:9]=[CH:8][CH:7]=[CH:6][C:5]=1[C:10](=[O:16])/[CH:11]=[CH:12]/[N:13](C)C.Cl.NO, predict the reaction product. The product is: [CH3:1][O:2][C:3](=[O:17])[C:4]1[CH:9]=[CH:8][CH:7]=[CH:6][C:5]=1[C:10]1[O:16][N:13]=[CH:12][CH:11]=1. (5) Given the reactants [CH3:1][C:2]1[CH:3]=[C:4]([N+:16]([O-])=O)[CH:5]=[CH:6][C:7]=1[N:8]1[CH2:14][CH2:13][CH2:12][CH2:11][O:10][C:9]1=[O:15], predict the reaction product. The product is: [CH3:1][C:2]1[CH:3]=[C:4]([CH:5]=[CH:6][C:7]=1[N:8]1[CH2:14][CH2:13][CH2:12][CH2:11][O:10][C:9]1=[O:15])[NH2:16]. (6) Given the reactants [C:1]([O:5][C:6]([N:8]1[CH2:13][CH2:12][C:11]2[NH:14][N:15]([C:18]3[CH:27]=[N:26][C:25]4[C:20](=[CH:21][CH:22]=[CH:23][CH:24]=4)[N:19]=3)[C:16](=[O:17])[C:10]=2[CH2:9]1)=[O:7])([CH3:4])([CH3:3])[CH3:2].[H-].[Na+].I[CH3:31], predict the reaction product. The product is: [C:1]([O:5][C:6]([N:8]1[CH2:13][CH2:12][C:11]2[N:14]([CH3:31])[N:15]([C:18]3[CH:27]=[N:26][C:25]4[C:20](=[CH:21][CH:22]=[CH:23][CH:24]=4)[N:19]=3)[C:16](=[O:17])[C:10]=2[CH2:9]1)=[O:7])([CH3:4])([CH3:2])[CH3:3].